From a dataset of Reaction yield outcomes from USPTO patents with 853,638 reactions. Predict the reaction yield, written as a fraction of the theoretical maximum amount of product (1.0 means a 100% yield; for example, 0.34 means a 34% yield). (1) The reactants are [C:1]([O:5][C:6]([NH:8][C@@H:9]([CH2:13][C@H:14]([O:16][CH2:17][CH3:18])[CH3:15])[C:10]([OH:12])=O)=[O:7])([CH3:4])([CH3:3])[CH3:2].Cl.[OH:20][C@@H:21]([CH2:51]O)[CH2:22][N:23]1[CH:27]=[CH:26][C:25]([NH:28]C(=O)[C@@H](N2CC(OC3C=CC=C(Cl)C=3Cl)=CC2=O)CC(C)C)=[N:24]1.F[P-](F)(F)(F)(F)F.N1(O[P+](N(C)C)(N(C)C)N(C)C)C2C=CC=C[C:63]=2N=N1.C(N(CC)C(C)C)(C)C. The catalyst is CN(C)C=O. The product is [C:1]([O:5][C:6](=[O:7])[NH:8][C@H:9]([C:10](=[O:12])[NH:28][C:25]1[CH:26]=[CH:27][N:23]([CH2:22][C:21]([OH:20])([CH3:51])[CH3:63])[N:24]=1)[CH2:13][C@H:14]([O:16][CH2:17][CH3:18])[CH3:15])([CH3:2])([CH3:3])[CH3:4]. The yield is 0.730. (2) The reactants are [O:1]=[C:2]([N:7]([CH2:22][C:23]1[CH:28]=[CH:27][CH:26]=[CH:25][CH:24]=1)[CH2:8][C@@H:9]1[CH2:14][O:13][CH2:12][CH2:11][N:10]1CC1C=CC=CC=1)[C:3](OC)=[O:4]. The catalyst is CO.[Pd]. The product is [C:23]1([CH2:22][N:7]2[C:2](=[O:1])[C:3](=[O:4])[N:10]3[C@@H:9]([CH2:14][O:13][CH2:12][CH2:11]3)[CH2:8]2)[CH:28]=[CH:27][CH:26]=[CH:25][CH:24]=1. The yield is 0.860. (3) The reactants are [Cl:1][C:2]1[N:7]=[CH:6][C:5]2[CH2:8][CH2:9][O:10][CH:11]([OH:12])[C:4]=2[CH:3]=1. The catalyst is C(Cl)Cl.O=[Mn]=O. The product is [Cl:1][C:2]1[N:7]=[CH:6][C:5]2[CH2:8][CH2:9][O:10][C:11](=[O:12])[C:4]=2[CH:3]=1. The yield is 0.820.